From a dataset of Reaction yield outcomes from USPTO patents with 853,638 reactions. Predict the reaction yield, written as a fraction of the theoretical maximum amount of product (1.0 means a 100% yield; for example, 0.34 means a 34% yield). (1) No catalyst specified. The reactants are C[C:2]([CH3:5])([O-:4])C.[K+].[CH:7](=O)[C:8]1[CH:13]=[CH:12][CH:11]=[N:10][CH:9]=1.C1C[O:18][CH2:17][CH2:16]1. The product is [N:10]1[CH:11]=[CH:12][CH:13]=[C:8](/[CH:7]=[CH:16]/[C:17]([O:4][CH2:2][CH3:5])=[O:18])[CH:9]=1. The yield is 0.847. (2) The reactants are [CH3:1][O:2][CH:3]([O:7][CH3:8])[CH2:4][NH:5][CH3:6].C(=O)(O)[O-].[Na+].[C:14]1([CH2:20][C:21](Cl)=[O:22])[CH:19]=[CH:18][CH:17]=[CH:16][CH:15]=1. The catalyst is CC(OC)(C)C.O. The product is [CH3:6][N:5]([CH2:4][CH:3]([O:7][CH3:8])[O:2][CH3:1])[C:21](=[O:22])[CH2:20][C:14]1[CH:19]=[CH:18][CH:17]=[CH:16][CH:15]=1. The yield is 0.980.